Dataset: Forward reaction prediction with 1.9M reactions from USPTO patents (1976-2016). Task: Predict the product of the given reaction. (1) Given the reactants [CH:1]1([N:6]2[C:14]3[C:9](=[CH:10][CH:11]=[C:12]([CH:15]([OH:17])[CH3:16])[CH:13]=3)[C:8]([CH2:18][CH3:19])=[N:7]2)[CH2:5][CH2:4][CH2:3][CH2:2]1.[Cr](Cl)([O-])(=O)=O.[NH+]1C=CC=CC=1, predict the reaction product. The product is: [CH:1]1([N:6]2[C:14]3[C:9](=[CH:10][CH:11]=[C:12]([C:15](=[O:17])[CH3:16])[CH:13]=3)[C:8]([CH2:18][CH3:19])=[N:7]2)[CH2:2][CH2:3][CH2:4][CH2:5]1. (2) Given the reactants C([O:4][CH2:5][C@@H:6]1[C@@H:11]([O:12]C(=O)C)[C@H:10]([O:16]C(=O)C)[C@@H:9]([O:20]C(=O)C)[C@H:8]([N:24]2[C:32]3[C:27](=[C:28]([CH3:33])[CH:29]=[CH:30][CH:31]=3)[C:26]([C:34](=[O:53])[C:35]3[CH:40]=[CH:39][C:38]([O:41][CH2:42][CH2:43][CH2:44][O:45][CH2:46][C:47]4[CH:52]=[CH:51][CH:50]=[CH:49][CH:48]=4)=[CH:37][CH:36]=3)=[CH:25]2)[O:7]1)(=O)C.C1COCC1.[BH4-].[Na+].Cl, predict the reaction product. The product is: [CH2:46]([O:45][CH2:44][CH2:43][CH2:42][O:41][C:38]1[CH:37]=[CH:36][C:35]([CH:34]([OH:53])[C:26]2[C:27]3[C:32](=[CH:31][CH:30]=[CH:29][C:28]=3[CH3:33])[N:24]([C@H:8]3[C@H:9]([OH:20])[C@@H:10]([OH:16])[C@H:11]([OH:12])[C@@H:6]([CH2:5][OH:4])[O:7]3)[CH:25]=2)=[CH:40][CH:39]=1)[C:47]1[CH:52]=[CH:51][CH:50]=[CH:49][CH:48]=1. (3) Given the reactants [C:1](Cl)(=[O:11])[CH2:2][CH2:3][CH2:4][CH2:5][CH2:6][CH2:7][CH2:8][CH2:9][CH3:10].[CH:13]1([CH2:19][O:20][C:21]2[CH:22]=[C:23]([CH:37]=[CH:38][CH:39]=2)[C:24]([NH:26][C:27]2[CH:32]=[CH:31][CH:30]=[CH:29][C:28]=2[S:33](=[O:36])(=[O:35])[NH2:34])=[O:25])[CH2:18][CH2:17][CH2:16][CH2:15][CH2:14]1, predict the reaction product. The product is: [CH:13]1([CH2:19][O:20][C:21]2[CH:22]=[C:23]([CH:37]=[CH:38][CH:39]=2)[C:24]([NH:26][C:27]2[CH:32]=[CH:31][CH:30]=[CH:29][C:28]=2[S:33]([NH:34][C:1](=[O:11])[CH2:2][CH2:3][CH2:4][CH2:5][CH2:6][CH2:7][CH2:8][CH2:9][CH3:10])(=[O:36])=[O:35])=[O:25])[CH2:18][CH2:17][CH2:16][CH2:15][CH2:14]1. (4) Given the reactants F[C:2](F)(F)[C:3]([OH:5])=O.C([N:10](CC)CC)C.[N:15]1[C:24]2[C:19](=[CH:20][CH:21]=[CH:22][CH:23]=2)[N:18]=C[C:16]=1Cl, predict the reaction product. The product is: [N:18]1[C:19]2[C:24](=[CH:23][CH:22]=[CH:21][CH:20]=2)[N:15]=[CH:16][C:2]=1[C:3]([NH2:10])=[O:5]. (5) Given the reactants [OH:1][C:2]1[C:3]([Se:16][C:17]2[CH:27]=[CH:26][C:20]([C:21]([O:23]CC)=[O:22])=[CH:19][N:18]=2)=[CH:4][C:5]2[C:6]([CH3:15])([CH3:14])[CH2:7][CH2:8][C:9]([CH3:13])([CH3:12])[C:10]=2[CH:11]=1.[OH-].[Na+], predict the reaction product. The product is: [OH:1][C:2]1[C:3]([Se:16][C:17]2[CH:27]=[CH:26][C:20]([C:21]([OH:23])=[O:22])=[CH:19][N:18]=2)=[CH:4][C:5]2[C:6]([CH3:15])([CH3:14])[CH2:7][CH2:8][C:9]([CH3:12])([CH3:13])[C:10]=2[CH:11]=1. (6) Given the reactants [C:1]1([S:7]([N:10]2[C:14]3=[N:15][CH:16]=[C:17]([CH:19]=[C:20]([CH3:22])[CH3:21])[CH:18]=[C:13]3[C:12]([C:23]3[N:24]=[C:25]([CH:28]4[CH2:33][CH2:32][N:31]([CH3:34])[CH2:30][CH2:29]4)[S:26][CH:27]=3)=[CH:11]2)(=[O:9])=[O:8])[CH:6]=[CH:5][CH:4]=[CH:3][CH:2]=1, predict the reaction product. The product is: [C:1]1([S:7]([N:10]2[C:14]3=[N:15][CH:16]=[C:17]([CH2:19][CH:20]([CH3:22])[CH3:21])[CH:18]=[C:13]3[C:12]([C:23]3[N:24]=[C:25]([CH:28]4[CH2:29][CH2:30][N:31]([CH3:34])[CH2:32][CH2:33]4)[S:26][CH:27]=3)=[CH:11]2)(=[O:8])=[O:9])[CH:2]=[CH:3][CH:4]=[CH:5][CH:6]=1. (7) Given the reactants [Br:1][C:2]1[CH:3]=[C:4]([C:7]([OH:9])=[O:8])[S:5][CH:6]=1.OS(O)(=O)=O.[OH-].[Na+].[CH3:17]O, predict the reaction product. The product is: [Br:1][C:2]1[CH:3]=[C:4]([C:7]([O:9][CH3:17])=[O:8])[S:5][CH:6]=1. (8) The product is: [CH2:1]([O:3][C:4]([C:6]1[CH:7]=[N:8][C:9]2[C:14]([C:15]=1[NH:31][CH2:30][C:20]1[C:29]3[C:24](=[CH:25][CH:26]=[CH:27][CH:28]=3)[CH:23]=[CH:22][CH:21]=1)=[CH:13][CH:12]=[CH:11][C:10]=2[NH2:17])=[O:5])[CH3:2]. Given the reactants [CH2:1]([O:3][C:4]([C:6]1[CH:7]=[N:8][C:9]2[C:14]([C:15]=1Cl)=[CH:13][CH:12]=[CH:11][C:10]=2[N+:17]([O-])=O)=[O:5])[CH3:2].[C:20]1([CH2:30][NH2:31])[C:29]2[C:24](=[CH:25][CH:26]=[CH:27][CH:28]=2)[CH:23]=[CH:22][CH:21]=1, predict the reaction product. (9) The product is: [CH3:43][C:41]([S:44]([NH:46][C:47]1([C:19]2[S:20][C:16]([C:14]3[CH:13]=[C:12]([NH:21][C:22]4[N:27]=[C:26]([C:28]([F:29])([F:31])[F:30])[CH:25]=[CH:24][N:23]=4)[CH:11]=[C:10]([CH3:9])[CH:15]=3)=[CH:17][N:18]=2)[CH2:50][O:49][CH2:48]1)=[O:45])([CH3:40])[CH3:42]. Given the reactants C(NC(C)C)(C)C.[Li].[CH3:9][C:10]1[CH:11]=[C:12]([NH:21][C:22]2[N:27]=[C:26]([C:28]([F:31])([F:30])[F:29])[CH:25]=[CH:24][N:23]=2)[CH:13]=[C:14]([C:16]2[S:20][CH:19]=[N:18][CH:17]=2)[CH:15]=1.[Li+].CC([N-]C(C)C)C.[CH3:40][C:41]([S:44]([N:46]=[C:47]1[CH2:50][O:49][CH2:48]1)=[O:45])([CH3:43])[CH3:42], predict the reaction product.